This data is from Catalyst prediction with 721,799 reactions and 888 catalyst types from USPTO. The task is: Predict which catalyst facilitates the given reaction. (1) Reactant: [Br:1][C:2]1[CH:3]=[N:4][CH:5]=[C:6]([CH:10]=1)[C:7]([OH:9])=O.[CH2:11]1[C:19]2[C:14](=[CH:15][CH:16]=[CH:17][CH:18]=2)[CH2:13][CH:12]1[NH:20][C:21]1[N:22]=[CH:23][C:24]2[CH2:30][NH:29][CH2:28][CH2:27][C:25]=2[N:26]=1.Cl.CN(C)CCCN=C=NCC. Product: [Br:1][C:2]1[CH:10]=[C:6]([C:7]([N:29]2[CH2:28][CH2:27][C:25]3[N:26]=[C:21]([NH:20][CH:12]4[CH2:11][C:19]5[C:14](=[CH:15][CH:16]=[CH:17][CH:18]=5)[CH2:13]4)[N:22]=[CH:23][C:24]=3[CH2:30]2)=[O:9])[CH:5]=[N:4][CH:3]=1. The catalyst class is: 4. (2) Reactant: [C:1](O)(=O)[C:2]1[CH:10]=[CH:9][CH:8]=[C:4]([C:5]([OH:7])=[O:6])[CH:3]=1.[C:13]1(=O)OC(=O)C2=CC=C[CH:22]=[C:14]12.[C:24](O)(=O)[CH2:25]CCCC(O)=O.O[CH2:35]C(C)(CO)C.[C:41]1(=O)[CH2:46][CH2:45][CH2:44][CH2:43][CH2:42]1. Product: [CH3:13][CH:14]([C:41]1[CH2:46][CH2:45][CH:44]2[C:43](=[CH:24][CH2:25][CH:3]3[C:4]([C:5]([OH:7])=[O:6])([CH3:35])[CH2:8][CH2:9][CH2:10][C:2]32[CH3:1])[CH:42]=1)[CH3:22]. The catalyst class is: 196. (3) Reactant: [CH3:1][O:2][C:3]1[CH:11]=[C:10]2[C:6]([C:7]3([CH2:17][CH2:16][CH2:15][N:14]4[CH:18]=[N:19][CH:20]=[C:13]34)[C:8](=[O:12])[NH:9]2)=[CH:5][CH:4]=1.[H-].[Na+].Cl[C:24]([O:26][CH3:27])=[O:25]. Product: [CH3:1][O:2][C:3]1[CH:11]=[C:10]2[C:6]([C:7]3([CH2:17][CH2:16][CH2:15][N:14]4[CH:18]=[N:19][CH:20]=[C:13]34)[C:8](=[O:12])[N:9]2[C:24]([O:26][CH3:27])=[O:25])=[CH:5][CH:4]=1. The catalyst class is: 35. (4) Reactant: N(OC(C)(C)C)=O.N[C:9]1[C:14]([O:15][C:16]2[CH:17]=[C:18]([CH:21]=[C:22]([Cl:24])[CH:23]=2)[C:19]#[N:20])=[C:13]([F:25])[C:12]([CH3:26])=[CH:11][CH:10]=1.[ClH:27].CCOC(C)=O. The catalyst class is: 10. Product: [Cl:24][C:22]1[CH:21]=[C:18]([CH:17]=[C:16]([O:15][C:14]2[C:9]([Cl:27])=[CH:10][CH:11]=[C:12]([CH3:26])[C:13]=2[F:25])[CH:23]=1)[C:19]#[N:20]. (5) Reactant: [C:1]([C:3]1[CH:4]=[C:5]([C:13]2[O:17][N:16]=[C:15]([C:18]3[CH:19]=[C:20]4[C:24](=[CH:25][C:26]=3[CH3:27])[N:23]([CH2:28][CH2:29][CH2:30][C:31]([O:33]CC)=[O:32])[N:22]=[CH:21]4)[N:14]=2)[CH:6]=[CH:7][C:8]=1[O:9][CH:10]([CH3:12])[CH3:11])#[N:2].[OH-].[Na+].CO.Cl. Product: [C:1]([C:3]1[CH:4]=[C:5]([C:13]2[O:17][N:16]=[C:15]([C:18]3[CH:19]=[C:20]4[C:24](=[CH:25][C:26]=3[CH3:27])[N:23]([CH2:28][CH2:29][CH2:30][C:31]([OH:33])=[O:32])[N:22]=[CH:21]4)[N:14]=2)[CH:6]=[CH:7][C:8]=1[O:9][CH:10]([CH3:12])[CH3:11])#[N:2]. The catalyst class is: 854. (6) Reactant: [F:1][C:2]([F:13])([F:12])[C:3]1[C:8]([C:9](Cl)=[O:10])=[CH:7][N:6]=[CH:5][CH:4]=1.Cl.[CH2:15]([S:22][CH2:23][CH2:24][NH2:25])[C:16]1[CH:21]=[CH:20][CH:19]=[CH:18][CH:17]=1.C(N(CC)CC)C.[Cl-].[Na+]. Product: [CH2:15]([S:22][CH2:23][CH2:24][NH:25][C:9](=[O:10])[C:8]1[C:3]([C:2]([F:13])([F:12])[F:1])=[CH:4][CH:5]=[N:6][CH:7]=1)[C:16]1[CH:21]=[CH:20][CH:19]=[CH:18][CH:17]=1. The catalyst class is: 4. (7) Reactant: [N+:1]([C:4]1[N:9]=[CH:8][C:7]([S:10](Cl)(=[O:12])=[O:11])=[CH:6][CH:5]=1)([O-:3])=[O:2].[NH2:14][C:15]1[CH:16]=[C:17]([C:21]2[CH:26]=[CH:25][C:24]([C@@H:27]3[CH2:29][C@H:28]3[N:30]([CH:38]3[CH2:43][CH2:42][CH:41]([NH:44][C:45]([O:47][C:48]([CH3:51])([CH3:50])[CH3:49])=[O:46])[CH2:40][CH2:39]3)[C:31](=[O:37])[O:32][C:33]([CH3:36])([CH3:35])[CH3:34])=[CH:23][CH:22]=2)[CH:18]=[CH:19][CH:20]=1.O. Product: [C:48]([O:47][C:45]([NH:44][CH:41]1[CH2:42][CH2:43][CH:38]([N:30]([C@@H:28]2[CH2:29][C@H:27]2[C:24]2[CH:25]=[CH:26][C:21]([C:17]3[CH:18]=[CH:19][CH:20]=[C:15]([NH:14][S:10]([C:7]4[CH:8]=[N:9][C:4]([N+:1]([O-:3])=[O:2])=[CH:5][CH:6]=4)(=[O:12])=[O:11])[CH:16]=3)=[CH:22][CH:23]=2)[C:31](=[O:37])[O:32][C:33]([CH3:36])([CH3:35])[CH3:34])[CH2:39][CH2:40]1)=[O:46])([CH3:49])([CH3:50])[CH3:51]. The catalyst class is: 17. (8) Reactant: Cl.[CH3:2][S:3]([C:6]1([C:12]([O:14][CH2:15][CH3:16])=[O:13])[CH2:11][CH2:10][NH:9][CH2:8][CH2:7]1)(=[O:5])=[O:4].CCN(C(C)C)C(C)C.[Br:26][C:27]1[CH:28]=[N:29][C:30](Cl)=[N:31][CH:32]=1.CCCCCC. Product: [Br:26][C:27]1[CH:28]=[N:29][C:30]([N:9]2[CH2:10][CH2:11][C:6]([S:3]([CH3:2])(=[O:5])=[O:4])([C:12]([O:14][CH2:15][CH3:16])=[O:13])[CH2:7][CH2:8]2)=[N:31][CH:32]=1. The catalyst class is: 14.